This data is from Forward reaction prediction with 1.9M reactions from USPTO patents (1976-2016). The task is: Predict the product of the given reaction. The product is: [C:1]([O:5][C:6]([N:8]1[CH2:13][CH:12]=[C:11]([C:14]2[CH:19]=[CH:18][C:17]([C:36]3[N:41]=[CH:40][CH:39]=[CH:38][N:37]=3)=[CH:16][CH:15]=2)[CH2:10][CH2:9]1)=[O:7])([CH3:4])([CH3:3])[CH3:2]. Given the reactants [C:1]([O:5][C:6]([N:8]1[CH2:13][CH:12]=[C:11]([C:14]2[CH:19]=[CH:18][C:17](Br)=[CH:16][CH:15]=2)[CH2:10][CH2:9]1)=[O:7])([CH3:4])([CH3:3])[CH3:2].C(Cl)Cl.C([O-])(=O)C.[K+].C(=O)([O-])[O-].[K+].[K+].Br[C:36]1[N:41]=[CH:40][CH:39]=[CH:38][N:37]=1, predict the reaction product.